From a dataset of Forward reaction prediction with 1.9M reactions from USPTO patents (1976-2016). Predict the product of the given reaction. (1) The product is: [C:1]1([C:20]2[CH:25]=[CH:24][CH:23]=[CH:22][CH:21]=2)[CH:6]=[CH:5][CH:4]=[CH:3][C:2]=1[CH2:7][N:8]1[C:16]2[CH:15]=[CH:14][NH:13][C:12](=[O:17])[C:11]=2[CH:10]=[C:9]1[CH3:19]. Given the reactants [C:1]1([C:20]2[CH:25]=[CH:24][CH:23]=[CH:22][CH:21]=2)[CH:6]=[CH:5][CH:4]=[CH:3][C:2]=1[CH2:7][N:8]1[C:16]2[CH:15]=[CH:14][N:13]=[C:12]([O:17]C)[C:11]=2[CH:10]=[C:9]1[CH3:19], predict the reaction product. (2) Given the reactants [Cl:1][C:2]1[CH:3]=[C:4]([N:11]2[CH2:16][CH2:15][N:14]([CH3:17])[CH2:13][CH2:12]2)[CH:5]=[CH:6][C:7]=1[N+:8]([O-])=O.C(O)(=O)C, predict the reaction product. The product is: [Cl:1][C:2]1[CH:3]=[C:4]([N:11]2[CH2:16][CH2:15][N:14]([CH3:17])[CH2:13][CH2:12]2)[CH:5]=[CH:6][C:7]=1[NH2:8]. (3) Given the reactants [Br:1][C:2]1[CH:7]=[C:6]([CH3:8])[CH:5]=[CH:4][N:3]=1.C[O:10][C:11](=O)[C:12]1[CH:17]=[CH:16][CH:15]=[C:14]([Cl:18])[CH:13]=1, predict the reaction product. The product is: [Br:1][C:2]1[CH:7]=[C:6]([CH2:8][C:11]([C:12]2[CH:17]=[CH:16][CH:15]=[C:14]([Cl:18])[CH:13]=2)=[O:10])[CH:5]=[CH:4][N:3]=1. (4) Given the reactants [N+:1]([C:4]1[CH:5]=[C:6]([C:10](=[O:13])[CH2:11][CH3:12])[CH:7]=[CH:8][CH:9]=1)([O-:3])=[O:2].[Br:14]Br, predict the reaction product. The product is: [Br:14][CH:11]([CH3:12])[C:10]([C:6]1[CH:7]=[CH:8][CH:9]=[C:4]([N+:1]([O-:3])=[O:2])[CH:5]=1)=[O:13]. (5) The product is: [CH2:18]([N:9]1[CH2:8][CH2:7][N:6]([C:10]([O:12][C:13]([CH3:16])([CH3:15])[CH3:14])=[O:11])[CH2:5][C:4]1=[O:3])[CH3:19]. Given the reactants [H-].[Na+].[O:3]=[C:4]1[NH:9][CH2:8][CH2:7][N:6]([C:10]([O:12][C:13]([CH3:16])([CH3:15])[CH3:14])=[O:11])[CH2:5]1.I[CH2:18][CH3:19].O, predict the reaction product. (6) Given the reactants [N+:1]([O-:4])(O)=[O:2].[Cl:5][C:6]1[CH:7]=[CH:8][C:9]2[C:10]([CH:14]=1)=[N:11][Se:12][N:13]=2, predict the reaction product. The product is: [Cl:5][C:6]1[CH:7]=[CH:8][C:9]2[C:10]([C:14]=1[N+:1]([O-:4])=[O:2])=[N:11][Se:12][N:13]=2. (7) Given the reactants [I:1][CH3:2].[N:3]1([C:8]2[CH:13]=[CH:12][N:11]=[CH:10][CH:9]=2)[CH2:7][CH2:6][CH2:5][CH2:4]1, predict the reaction product. The product is: [I-:1].[CH3:2][N+:11]1[CH:12]=[CH:13][C:8]([N:3]2[CH2:4][CH2:5][CH2:6][CH2:7]2)=[CH:9][CH:10]=1. (8) The product is: [C:1]([C:3]1[CH:30]=[CH:29][CH:28]=[CH:27][C:4]=1[O:5][C:6]1[CH:11]=[C:10]([NH2:12])[C:9]([NH2:13])=[CH:8][C:7]=1[O:16][C:17]1[CH:18]=[N:19][C:20]([S:23]([CH3:26])(=[O:24])=[O:25])=[CH:21][CH:22]=1)#[N:2]. Given the reactants [C:1]([C:3]1[CH:30]=[CH:29][CH:28]=[CH:27][C:4]=1[O:5][C:6]1[C:7]([O:16][C:17]2[CH:18]=[N:19][C:20]([S:23]([CH3:26])(=[O:25])=[O:24])=[CH:21][CH:22]=2)=[CH:8][C:9]([N+:13]([O-])=O)=[C:10]([NH2:12])[CH:11]=1)#[N:2].[H][H], predict the reaction product. (9) The product is: [C:11]([C:9]1[N:10]=[C:6]([C:4]([OH:3])=[O:5])[N:7]([CH2:13][O:14][CH2:15][CH2:16][Si:17]([CH3:20])([CH3:19])[CH3:18])[CH:8]=1)(=[O:21])[NH2:12]. Given the reactants C([O:3][C:4]([C:6]1[N:7]([CH2:13][O:14][CH2:15][CH2:16][Si:17]([CH3:20])([CH3:19])[CH3:18])[CH:8]=[C:9]([C:11]#[N:12])[N:10]=1)=[O:5])C.[OH-:21].[Na+].[OH-].[K+].Cl, predict the reaction product. (10) The product is: [Cl:26][C:25]1[N:24]=[CH:23][N:22]([C:12]2[CH:13]=[CH:14][C:9]([NH:8][C:2]3[N:7]=[C:6]([NH:8][C:9]4[CH:14]=[CH:13][C:12]5[O:15][CH2:16][CH2:17][O:18][C:11]=5[CH:10]=4)[C:5]([F:19])=[CH:4][N:3]=3)=[CH:10][CH:11]=2)[C:21]=1[Cl:20]. Given the reactants Cl[C:2]1[N:7]=[C:6]([NH:8][C:9]2[CH:14]=[CH:13][C:12]3[O:15][CH2:16][CH2:17][O:18][C:11]=3[CH:10]=2)[C:5]([F:19])=[CH:4][N:3]=1.[Cl:20][C:21]1[N:22]=[C:23](N)[NH:24][C:25]=1[Cl:26], predict the reaction product.